Predict the reaction yield, written as a fraction of the theoretical maximum amount of product (1.0 means a 100% yield; for example, 0.34 means a 34% yield). From a dataset of Reaction yield outcomes from USPTO patents with 853,638 reactions. The reactants are [CH3:1][C:2]([CH3:13])([C:7]1[CH:12]=[CH:11][CH:10]=[CH:9][CH:8]=1)[CH2:3][C:4]([OH:6])=[O:5].C(=O)=O.[CH3:17][C:18](C)=O.C([N-]C(C)C)(C)C.[Li+].C(O)(=O)C(C)=O.N1C=CC=NC1=O.C(I)C. The catalyst is O1CCCC1. The product is [CH2:17]([CH:3]([C:2]([CH3:13])([C:7]1[CH:12]=[CH:11][CH:10]=[CH:9][CH:8]=1)[CH3:1])[C:4]([OH:6])=[O:5])[CH3:18]. The yield is 0.300.